From a dataset of Catalyst prediction with 721,799 reactions and 888 catalyst types from USPTO. Predict which catalyst facilitates the given reaction. Reactant: [CH2:1]([N:8]1[CH2:12][CH2:11][CH:10](S(C)(=O)=O)[CH2:9]1)[C:2]1[CH:7]=[CH:6][CH:5]=[CH:4][CH:3]=1.[CH3:17][NH2:18].Cl.[CH3:20]O. Product: [CH2:1]([N:8]1[CH2:12][CH2:11][CH:10]([CH2:17][NH:18][CH3:20])[CH2:9]1)[C:2]1[CH:7]=[CH:6][CH:5]=[CH:4][CH:3]=1. The catalyst class is: 6.